From a dataset of Forward reaction prediction with 1.9M reactions from USPTO patents (1976-2016). Predict the product of the given reaction. (1) Given the reactants [C:1]1([S:7]([CH:10]([NH:33][CH2:34][C:35]2[CH:40]=[CH:39][C:38]([C:41]([CH3:47])([CH3:46])[CH2:42][CH2:43][CH2:44][CH3:45])=[CH:37][CH:36]=2)[C:11]2[N:16]=[C:15]([N:17]([CH2:25][C:26]([O:28]C(C)(C)C)=[O:27])C(OC(C)(C)C)=O)[CH:14]=[CH:13][CH:12]=2)(=[O:9])=[O:8])[CH:6]=[CH:5][CH:4]=[CH:3][CH:2]=1.FC(F)(F)C(O)=O, predict the reaction product. The product is: [C:1]1([S:7]([CH:10]([NH:33][CH2:34][C:35]2[CH:40]=[CH:39][C:38]([C:41]([CH3:46])([CH3:47])[CH2:42][CH2:43][CH2:44][CH3:45])=[CH:37][CH:36]=2)[C:11]2[N:16]=[C:15]([NH:17][CH2:25][C:26]([OH:28])=[O:27])[CH:14]=[CH:13][CH:12]=2)(=[O:9])=[O:8])[CH:2]=[CH:3][CH:4]=[CH:5][CH:6]=1. (2) The product is: [C:17]([O:16][C:14]([N:7]1[CH2:8][CH:9]2[CH2:13][CH2:12][CH2:11][CH:10]2[C@H:6]1[C:4]([OH:5])=[O:3])=[O:15])([CH3:20])([CH3:18])[CH3:19]. Given the reactants C([O:3][C:4]([C@@H:6]1[CH:10]2[CH2:11][CH2:12][CH2:13][CH:9]2[CH2:8][N:7]1[C:14]([O:16][C:17]([CH3:20])([CH3:19])[CH3:18])=[O:15])=[O:5])C.[Li+].[OH-], predict the reaction product.